Dataset: Full USPTO retrosynthesis dataset with 1.9M reactions from patents (1976-2016). Task: Predict the reactants needed to synthesize the given product. Given the product [C:38]([N:30]([C:31]1[CH:36]=[CH:35][C:34]([Cl:37])=[CH:33][CH:32]=1)[C@H:23]1[C:24]2[C:29](=[CH:28][CH:27]=[CH:26][CH:25]=2)[N:20]([C:18]([C:15]2[CH:16]=[CH:17][C:12]([O:11][CH2:10][C:7]3[O:6][C:5]([C:3]([OH:4])=[O:2])=[CH:9][CH:8]=3)=[CH:13][CH:14]=2)=[O:19])[C@@H:21]([CH3:41])[CH2:22]1)(=[O:40])[CH3:39], predict the reactants needed to synthesize it. The reactants are: C[O:2][C:3]([C:5]1[O:6][C:7]([CH2:10][O:11][C:12]2[CH:17]=[CH:16][C:15]([C:18]([N:20]3[C:29]4[C:24](=[CH:25][CH:26]=[CH:27][CH:28]=4)[C@H:23]([N:30]([C:38](=[O:40])[CH3:39])[C:31]4[CH:36]=[CH:35][C:34]([Cl:37])=[CH:33][CH:32]=4)[CH2:22][C@@H:21]3[CH3:41])=[O:19])=[CH:14][CH:13]=2)=[CH:8][CH:9]=1)=[O:4].C(O)C.[OH-].[Na+].